Dataset: Peptide-MHC class I binding affinity with 185,985 pairs from IEDB/IMGT. Task: Regression. Given a peptide amino acid sequence and an MHC pseudo amino acid sequence, predict their binding affinity value. This is MHC class I binding data. (1) The peptide sequence is YQYGDNLIL. The MHC is HLA-A30:01 with pseudo-sequence HLA-A30:01. The binding affinity (normalized) is 0.0847. (2) The peptide sequence is EDFEIFYNL. The MHC is HLA-B15:01 with pseudo-sequence HLA-B15:01. The binding affinity (normalized) is 0.0847. (3) The MHC is HLA-B35:01 with pseudo-sequence HLA-B35:01. The binding affinity (normalized) is 0.0103. The peptide sequence is TLFIGSHVV. (4) The peptide sequence is QRHPNFPSK. The MHC is HLA-B08:01 with pseudo-sequence HLA-B08:01. The binding affinity (normalized) is 0.0847. (5) The peptide sequence is RSTHVRKIQLV. The MHC is Mamu-A01 with pseudo-sequence Mamu-A01. The binding affinity (normalized) is 0.393. (6) The peptide sequence is EIKPKFCLI. The MHC is HLA-B08:01 with pseudo-sequence HLA-B08:01. The binding affinity (normalized) is 0.872. (7) The peptide sequence is YVWWAAVIY. The MHC is HLA-B57:01 with pseudo-sequence HLA-B57:01. The binding affinity (normalized) is 0.0847. (8) The peptide sequence is LEHGLYPQL. The MHC is HLA-A68:02 with pseudo-sequence HLA-A68:02. The binding affinity (normalized) is 0.0847. (9) The peptide sequence is RMMETQTSTWF. The MHC is Mamu-A11 with pseudo-sequence Mamu-A11. The binding affinity (normalized) is 0.265. (10) The peptide sequence is GLYEAIEEC. The MHC is HLA-A02:03 with pseudo-sequence HLA-A02:03. The binding affinity (normalized) is 0.898.